Dataset: M1 muscarinic receptor antagonist screen with 61,756 compounds. Task: Binary Classification. Given a drug SMILES string, predict its activity (active/inactive) in a high-throughput screening assay against a specified biological target. (1) The drug is S(c1n2C(Cc3c(c2nn1)cccc3)(C)C)CC(OC(C)C)=O. The result is 0 (inactive). (2) The molecule is Clc1c(NC(=O)CN2CCNCC2)cccc1. The result is 0 (inactive). (3) The compound is O(CC(=O)Nc1ccc(N2CCCC2)cc1)c1cc(cc(c1)C)C. The result is 1 (active). (4) The compound is S1C(NC2CCCCC2)=NC(=O)C1CC(=O)Nc1c(cccc1)C. The result is 0 (inactive). (5) The result is 0 (inactive). The molecule is FC(F)(F)c1n2ncc(c2nc(c1)c1ccccc1)C(=O)Nc1noc(c1)C. (6) The compound is N1(CCCC1)c1ncnc2c1[nH]c1c2cccc1. The result is 1 (active). (7) The compound is Clc1c(NC(=O)c2cc(S(=O)(=O)N3CC(CCC3)C(O)=O)ccc2F)cccc1. The result is 1 (active). (8) The drug is O(c1ccc(C(=O)NCc2cccnc2)cc1)CC. The result is 0 (inactive). (9) The compound is Brc1c(=O)n(c2c(OC)cccc2)cc(c1)C(OC)=O. The result is 0 (inactive). (10) The molecule is P1(Oc2ccccc2)(=O)N2CC3(CN1CC(C2)(C3=O)C)C. The result is 0 (inactive).